From a dataset of Catalyst prediction with 721,799 reactions and 888 catalyst types from USPTO. Predict which catalyst facilitates the given reaction. (1) Product: [CH:19]1[CH:18]=[CH:17][C:16]([C@@H:7]2[N:6]([C:4]([O:3][C@@H:1]3[CH:13]4[CH2:14][CH2:15][N:6]([CH2:7][CH2:8]4)[CH2:2]3)=[O:5])[CH2:15][CH2:14][C:13]3[CH:12]=[CH:11][CH:10]=[CH:9][C:8]2=3)=[CH:21][CH:20]=1. The catalyst class is: 11. Reactant: [CH2:1]([O:3][C:4]([N:6]1[CH2:15][CH2:14][C:13]2[C:8](=[CH:9][CH:10]=[CH:11][CH:12]=2)[C@@H:7]1[C:16]1[CH:21]=[CH:20][CH:19]=[CH:18][CH:17]=1)=[O:5])[CH3:2]. (2) Reactant: Cl.[OH:2][CH:3]([C:17]1[C:26]2[C:21](=[CH:22][CH:23]=[CH:24][CH:25]=2)[CH:20]=[CH:19][CH:18]=1)[CH:4]([NH2:16])[CH2:5][C:6]1[CH:11]=[CH:10][C:9]([C:12]([F:15])([F:14])[F:13])=[CH:8][CH:7]=1.[F:27][C:28]1[CH:36]=[CH:35][C:31]([C:32](Cl)=[O:33])=[CH:30][CH:29]=1.C(=O)([O-])O.[Na+]. Product: [F:27][C:28]1[CH:36]=[CH:35][C:31]([C:32]([NH:16][CH:4]([CH2:5][C:6]2[CH:11]=[CH:10][C:9]([C:12]([F:13])([F:14])[F:15])=[CH:8][CH:7]=2)[CH:3]([OH:2])[C:17]2[C:26]3[C:21](=[CH:22][CH:23]=[CH:24][CH:25]=3)[CH:20]=[CH:19][CH:18]=2)=[O:33])=[CH:30][CH:29]=1. The catalyst class is: 84.